Dataset: HIV replication inhibition screening data with 41,000+ compounds from the AIDS Antiviral Screen. Task: Binary Classification. Given a drug SMILES string, predict its activity (active/inactive) in a high-throughput screening assay against a specified biological target. (1) The drug is O=C(CC1=Nc2nnc(-c3nnc4n3C(=O)C(CC(=O)C3CC3)=N4)n2C1=O)C1CC1. The result is 0 (inactive). (2) The compound is O=c1oc2ccccc2c(O)c1Cc1c(O)c2ccccc2oc1=O. The result is 0 (inactive). (3) The compound is CC1=C2C(=O)c3ccccc3C2=C(C)S(=O)(=O)O1. The result is 0 (inactive). (4) The molecule is CCCCCC[PH](c1ccccc1)(c1ccccc1)c1ccccc1. The result is 0 (inactive). (5) The compound is Cc1ccc(-n2c3nc(=O)n(C)c(=O)c-3cc3c(OCc4ccccc4)cccc32)cc1. The result is 0 (inactive). (6) The compound is Cn1cnc([N+](=O)[O-])c1Sc1ccccc1C(=O)O. The result is 0 (inactive). (7) The compound is CN(C)CCN1C(=O)c2c(c3cccn3c3c2cnn3-c2ccccc2)C1=O. The result is 0 (inactive).